Dataset: Peptide-MHC class I binding affinity with 185,985 pairs from IEDB/IMGT. Task: Regression. Given a peptide amino acid sequence and an MHC pseudo amino acid sequence, predict their binding affinity value. This is MHC class I binding data. (1) The peptide sequence is ALVALVITI. The MHC is HLA-A02:01 with pseudo-sequence HLA-A02:01. The binding affinity (normalized) is 0.940. (2) The peptide sequence is MQYEVTQHA. The MHC is HLA-C04:01 with pseudo-sequence HLA-C04:01. The binding affinity (normalized) is 0.213. (3) The peptide sequence is AADLTQIFEV. The MHC is HLA-A02:03 with pseudo-sequence HLA-A02:03. The binding affinity (normalized) is 0.445. (4) The peptide sequence is EFCSQHTML. The MHC is HLA-A26:01 with pseudo-sequence HLA-A26:01. The binding affinity (normalized) is 0.0412. (5) The MHC is HLA-B27:05 with pseudo-sequence HLA-B27:05. The peptide sequence is APIEHIASM. The binding affinity (normalized) is 0.0847. (6) The peptide sequence is RSQSPRRRR. The MHC is HLA-A68:02 with pseudo-sequence HLA-A68:02. The binding affinity (normalized) is 0. (7) The peptide sequence is ILNHKFCNL. The MHC is HLA-B57:01 with pseudo-sequence HLA-B57:01. The binding affinity (normalized) is 0.0847.